Task: Predict the reaction yield, written as a fraction of the theoretical maximum amount of product (1.0 means a 100% yield; for example, 0.34 means a 34% yield).. Dataset: Reaction yield outcomes from USPTO patents with 853,638 reactions The reactants are [Br:1][C:2]1[CH:7]=[C:6]([N:8]2[CH2:13][CH2:12][O:11][CH2:10][CH2:9]2)[CH:5]=[C:4]([C:14]([F:17])([F:16])[F:15])[C:3]=1[NH2:18].[F:19][C:20]1[CH:25]=[CH:24][C:23]([CH2:26][C:27](Cl)=[O:28])=[CH:22][CH:21]=1.O. The catalyst is C(#N)C. The yield is 0.0900. The product is [Br:1][C:2]1[CH:7]=[C:6]([N:8]2[CH2:13][CH2:12][O:11][CH2:10][CH2:9]2)[CH:5]=[C:4]([C:14]([F:15])([F:16])[F:17])[C:3]=1[NH:18][C:27](=[O:28])[CH2:26][C:23]1[CH:24]=[CH:25][C:20]([F:19])=[CH:21][CH:22]=1.